This data is from Forward reaction prediction with 1.9M reactions from USPTO patents (1976-2016). The task is: Predict the product of the given reaction. (1) Given the reactants [F:1][C:2]([F:20])([F:19])[CH:3]1[CH2:8][CH2:7][C:6]([C:9]2[N:14]=[CH:13][N:12]=[C:11]([C:15](OC)=[O:16])[CH:10]=2)=[CH:5][CH2:4]1.[BH4-].[Na+], predict the reaction product. The product is: [F:20][C:2]([F:1])([F:19])[CH:3]1[CH2:8][CH2:7][C:6]([C:9]2[N:14]=[CH:13][N:12]=[C:11]([CH2:15][OH:16])[CH:10]=2)=[CH:5][CH2:4]1. (2) The product is: [Cl:1][C:2]1[C:3]2[CH:10]=[CH:9][N:8]([CH2:14][C:15]([N:17]([CH2:20][CH3:21])[CH2:18][CH3:19])=[O:16])[C:4]=2[N:5]=[CH:6][N:7]=1. Given the reactants [Cl:1][C:2]1[C:3]2[CH:10]=[CH:9][NH:8][C:4]=2[N:5]=[CH:6][N:7]=1.[H-].[Na+].Cl[CH2:14][C:15]([N:17]([CH2:20][CH3:21])[CH2:18][CH3:19])=[O:16], predict the reaction product.